Dataset: Full USPTO retrosynthesis dataset with 1.9M reactions from patents (1976-2016). Task: Predict the reactants needed to synthesize the given product. (1) Given the product [S:4]1[C:5]2[CH:11]=[CH:10][CH:9]=[CH:8][C:6]=2[N:7]=[C:3]1[CH2:2][N:20]1[C:28]2[C:23](=[CH:24][CH:25]=[CH:26][CH:27]=2)[C:22]2([C:40]3[C:31](=[CH:32][C:33]4[O:38][CH2:37][CH2:36][O:35][C:34]=4[CH:39]=3)[O:30][CH2:29]2)[C:21]1=[O:41], predict the reactants needed to synthesize it. The reactants are: Br[CH2:2][C:3]1[S:4][C:5]2[CH:11]=[CH:10][CH:9]=[CH:8][C:6]=2[N:7]=1.BrCC1CCCCO1.[NH:20]1[C:28]2[C:23](=[CH:24][CH:25]=[CH:26][CH:27]=2)[C:22]2([C:40]3[C:31](=[CH:32][C:33]4[O:38][CH2:37][CH2:36][O:35][C:34]=4[CH:39]=3)[O:30][CH2:29]2)[C:21]1=[O:41]. (2) Given the product [CH2:24]1[C:23]2[C:18](=[CH:19][CH:20]=[CH:21][CH:22]=2)[CH:17]=[C:16]1[CH2:15][CH2:14][C:7]1[C:8]([CH3:13])=[C:9]([CH3:12])[CH:10]=[C:11]2[C:6]=1[CH2:5][C:4]([CH3:26])=[CH:3]2, predict the reactants needed to synthesize it. The reactants are: CO[CH:3]1[C:11]2[C:6](=[C:7]([CH2:14][CH2:15][C:16]3(O)[CH2:24][C:23]4[C:18](=[CH:19][CH:20]=[CH:21][CH:22]=4)[CH2:17]3)[C:8]([CH3:13])=[C:9]([CH3:12])[CH:10]=2)[CH2:5][CH:4]1[CH3:26].C1(C)C=CC=CC=1.CC1C=CC(S(O)(=O)=O)=CC=1. (3) Given the product [Br:1][C:2]1[C:3]([NH:11][C:19](=[O:20])[CH2:18][CH2:17][CH:12]2[CH2:16][CH2:15][CH2:14][CH2:13]2)=[N:4][N:5]2[CH:10]=[CH:9][CH:8]=[N:7][C:6]=12, predict the reactants needed to synthesize it. The reactants are: [Br:1][C:2]1[C:3]([NH2:11])=[N:4][N:5]2[CH:10]=[CH:9][CH:8]=[N:7][C:6]=12.[CH:12]1([CH2:17][CH2:18][C:19](Cl)=[O:20])[CH2:16][CH2:15][CH2:14][CH2:13]1.